This data is from Catalyst prediction with 721,799 reactions and 888 catalyst types from USPTO. The task is: Predict which catalyst facilitates the given reaction. Reactant: [OH-].[K+].[N+:3]([C:6]1[CH:11]=[CH:10][C:9]([N:12]=[N:13][C:14]2[CH:19]=[CH:18][C:17]([OH:20])=[CH:16][CH:15]=2)=[CH:8][CH:7]=1)([O-:5])=[O:4].[CH3:21]I. Product: [N+:3]([C:6]1[CH:11]=[CH:10][C:9]([N:12]=[N:13][C:14]2[CH:19]=[CH:18][C:17]([O:20][CH3:21])=[CH:16][CH:15]=2)=[CH:8][CH:7]=1)([O-:5])=[O:4]. The catalyst class is: 2.